The task is: Predict which catalyst facilitates the given reaction.. This data is from Catalyst prediction with 721,799 reactions and 888 catalyst types from USPTO. (1) Reactant: [C:1]([C:3]1[N:7]([CH:8]2[CH2:13][CH2:12][N:11](C(OC(C)(C)C)=O)[CH2:10][CH2:9]2)[N:6]=[CH:5][C:4]=1[CH2:21][O:22][C:23]1[CH:28]=[C:27]([F:29])[CH:26]=[CH:25][C:24]=1[F:30])#[N:2].Cl. Product: [F:30][C:24]1[CH:25]=[CH:26][C:27]([F:29])=[CH:28][C:23]=1[O:22][CH2:21][C:4]1[CH:5]=[N:6][N:7]([CH:8]2[CH2:13][CH2:12][NH:11][CH2:10][CH2:9]2)[C:3]=1[C:1]#[N:2]. The catalyst class is: 4. (2) Product: [NH:20]1[CH:24]=[C:23]([CH2:25][NH:26][C:27]2[C:28]([C:44]3[C:53]4[C:48](=[CH:49][CH:50]=[CH:51][CH:52]=4)[CH:47]=[CH:46][CH:45]=3)=[C:29]([CH:41]=[CH:42][CH:43]=2)[C:30]([C:32]([CH3:40])([CH3:39])[CH2:33][C@@H:34]([C:36]([OH:38])=[O:37])[NH2:35])=[O:31])[N:22]=[CH:21]1. The catalyst class is: 4. Reactant: C([N:20]1[CH:24]=[C:23]([CH2:25][NH:26][C:27]2[C:28]([C:44]3[C:53]4[C:48](=[CH:49][CH:50]=[CH:51][CH:52]=4)[CH:47]=[CH:46][CH:45]=3)=[C:29]([CH:41]=[CH:42][CH:43]=2)[C:30]([C:32]([CH3:40])([CH3:39])[CH2:33][C@@H:34]([C:36]([OH:38])=[O:37])[NH2:35])=[O:31])[N:22]=[CH:21]1)(C1C=CC=CC=1)(C1C=CC=CC=1)C1C=CC=CC=1.FC(F)(F)C(O)=O.C([SiH](CC)CC)C. (3) Product: [Br:1][CH2:11][C:10]([C:7]1[CH:8]=[CH:9][C:4]([F:3])=[C:5]([CH3:13])[CH:6]=1)=[O:12]. Reactant: [Br:1]Br.[F:3][C:4]1[CH:9]=[CH:8][C:7]([C:10](=[O:12])[CH3:11])=[CH:6][C:5]=1[CH3:13]. The catalyst class is: 15. (4) Reactant: Br[C:2]1[CH:3]=[C:4]([C:9]([O:11][CH3:12])=[O:10])[S:5][C:6]=1[O:7][CH3:8].[CH3:13][N:14]1[C:18](B2OC(C)(C)C(C)(C)O2)=[CH:17][CH:16]=[N:15]1.C([O-])([O-])=O.[K+].[K+]. Product: [CH3:8][O:7][C:6]1[S:5][C:4]([C:9]([O:11][CH3:12])=[O:10])=[CH:3][C:2]=1[C:18]1[N:14]([CH3:13])[N:15]=[CH:16][CH:17]=1. The catalyst class is: 760. (5) Reactant: [CH2:1]([O:3][C:4]([N:6]1[C:15]2[C:10](=[N:11][C:12]([O:16][CH3:17])=[CH:13][CH:14]=2)[C@@H:9]([NH:18][C:19]2[N:24]=[C:23]([CH2:25][C:26]3[CH:31]=[C:30]([C:32]([F:35])([F:34])[F:33])[CH:29]=[C:28]([C:36]([F:39])([F:38])[F:37])[CH:27]=3)[C:22]([CH:40]=[CH:41][C:42]#[N:43])=[CH:21][N:20]=2)[CH2:8][C@H:7]1[CH2:44][CH3:45])=[O:5])[CH3:2].[N-:46]=[N+:47]=[N-:48].[Na+].[Cl-].[NH4+]. Product: [CH2:1]([O:3][C:4]([N:6]1[C:15]2[C:10](=[N:11][C:12]([O:16][CH3:17])=[CH:13][CH:14]=2)[C@@H:9]([NH:18][C:19]2[N:24]=[C:23]([CH2:25][C:26]3[CH:31]=[C:30]([C:32]([F:35])([F:34])[F:33])[CH:29]=[C:28]([C:36]([F:37])([F:39])[F:38])[CH:27]=3)[C:22]([CH:40]=[CH:41][C:42]3[NH:48][N:47]=[N:46][N:43]=3)=[CH:21][N:20]=2)[CH2:8][C@H:7]1[CH2:44][CH3:45])=[O:5])[CH3:2]. The catalyst class is: 9.